Dataset: Forward reaction prediction with 1.9M reactions from USPTO patents (1976-2016). Task: Predict the product of the given reaction. (1) Given the reactants [N+:1]([C:4]1[CH:9]=[C:8]([N+:10]([O-:12])=[O:11])[CH:7]=[CH:6][C:5]=1[S:13](Cl)(=[O:15])=[O:14])([O-:3])=[O:2].[NH2:17][C:18]1[CH:19]=[N:20][N:21]([CH3:23])[CH:22]=1, predict the reaction product. The product is: [CH3:23][N:21]1[CH:22]=[C:18]([NH:17][S:13]([C:5]2[CH:6]=[CH:7][C:8]([N+:10]([O-:12])=[O:11])=[CH:9][C:4]=2[N+:1]([O-:3])=[O:2])(=[O:15])=[O:14])[CH:19]=[N:20]1. (2) Given the reactants CN(C)C1C=CC=CC=1.[Br:10][CH2:11][C:12](Br)=[O:13].[CH2:15]([O:22][C:23]1[CH:29]=[C:28]([C:30]([F:33])([F:32])[F:31])[C:26]([NH2:27])=[C:25]([C:34]([F:37])([F:36])[F:35])[CH:24]=1)[C:16]1[CH:21]=[CH:20][CH:19]=[CH:18][CH:17]=1, predict the reaction product. The product is: [CH2:15]([O:22][C:23]1[CH:24]=[C:25]([C:34]([F:36])([F:37])[F:35])[C:26]([NH:27][C:12](=[O:13])[CH2:11][Br:10])=[C:28]([C:30]([F:31])([F:32])[F:33])[CH:29]=1)[C:16]1[CH:17]=[CH:18][CH:19]=[CH:20][CH:21]=1. (3) Given the reactants Br[CH2:2][C:3]1[O:7][N:6]=[C:5]([C:8]([NH:10][CH2:11][CH2:12][C:13]2[C:21]3[C:16](=[CH:17][CH:18]=[C:19]([Cl:22])[CH:20]=3)[NH:15][CH:14]=2)=[O:9])[CH:4]=1.[F:23][C:24]1[C:29]([F:30])=[CH:28][CH:27]=[CH:26][C:25]=1B(O)O.C(=O)([O-])[O-].[Na+].[Na+], predict the reaction product. The product is: [Cl:22][C:19]1[CH:20]=[C:21]2[C:16](=[CH:17][CH:18]=1)[NH:15][CH:14]=[C:13]2[CH2:12][CH2:11][NH:10][C:8]([C:5]1[CH:4]=[C:3]([CH2:2][C:28]2[CH:27]=[CH:26][CH:25]=[C:24]([F:23])[C:29]=2[F:30])[O:7][N:6]=1)=[O:9]. (4) Given the reactants Br[C:2]1[C:6]([C:7]2[CH:8]=[CH:9][C:10]3[O:15][CH2:14][CH2:13][CH2:12][C:11]=3[CH:16]=2)=[C:5]([CH:17]([O:22][C:23]([CH3:26])([CH3:25])[CH3:24])[C:18]([O:20][CH3:21])=[O:19])[N:4]([CH3:27])[N:3]=1.C(=O)([O-])[O-].[Na+].[Na+].CC1(C)OB([C:40]2[CH2:45][CH2:44][CH2:43][C:42](=[O:46])[CH:41]=2)OC1(C)C.C(N(CC)CC)C.ClC(OC)=O, predict the reaction product. The product is: [C:23]([O:22][CH:17]([C:5]1[N:4]([CH3:27])[N:3]=[C:2]([C:40]2[CH2:45][CH2:44][CH2:43][C:42](=[O:46])[CH:41]=2)[C:6]=1[C:7]1[CH:8]=[CH:9][C:10]2[O:15][CH2:14][CH2:13][CH2:12][C:11]=2[CH:16]=1)[C:18]([O:20][CH3:21])=[O:19])([CH3:26])([CH3:25])[CH3:24]. (5) Given the reactants [CH3:1][C:2]1[N:7]([C:8]2[CH:13]=[CH:12][CH:11]=[CH:10][CH:9]=2)[C:6](=[O:14])[NH:5][C:4](=O)[CH:3]=1.N.F[P-](F)(F)(F)(F)F.[N:24]1(O[P+](N(C)C)(N(C)C)N(C)C)C2C=CC=CC=2N=N1.C1CCN2C(=NCCC2)CC1, predict the reaction product. The product is: [NH2:24][C:4]1[CH:3]=[C:2]([CH3:1])[N:7]([C:8]2[CH:13]=[CH:12][CH:11]=[CH:10][CH:9]=2)[C:6](=[O:14])[N:5]=1. (6) Given the reactants [NH2:1][C@H:2]([C:7]([OH:9])=[O:8])[CH2:3][C:4]([OH:6])=[O:5].C([N:12](CC)CC)C.C(Cl)(=O)CCC(Cl)=O, predict the reaction product. The product is: [C:4]1(=[O:5])[NH:12][C:7](=[O:9])[CH2:2][CH2:3]1.[NH2:1][C@H:2]([C:7]([OH:9])=[O:8])[CH2:3][C:4]([OH:6])=[O:5]. (7) Given the reactants [Cl:1][C:2]1[CH:3]=[C:4]([NH:8][C:9]2[C:18]3[C:13](=[CH:14][N:15]=[CH:16][CH:17]=3)[C:12]3[CH:19]=[CH:20][C:21]([C:23](OC)=[O:24])=[CH:22][C:11]=3[N:10]=2)[CH:5]=[CH:6][CH:7]=1.O.[NH2:28][NH2:29], predict the reaction product. The product is: [Cl:1][C:2]1[CH:3]=[C:4]([NH:8][C:9]2[C:18]3[C:13](=[CH:14][N:15]=[CH:16][CH:17]=3)[C:12]3[CH:19]=[CH:20][C:21]([C:23]([NH:28][NH2:29])=[O:24])=[CH:22][C:11]=3[N:10]=2)[CH:5]=[CH:6][CH:7]=1.